Dataset: Full USPTO retrosynthesis dataset with 1.9M reactions from patents (1976-2016). Task: Predict the reactants needed to synthesize the given product. (1) Given the product [NH2:23][C@H:7]1[C:8]2[C:13](=[CH:12][CH:11]=[C:10]([C:14]3[CH:19]=[N:18][C:17]([C:20]([N:25]4[CH2:30][CH2:29][O:28][CH2:27][CH2:26]4)=[O:22])=[CH:16][CH:15]=3)[CH:9]=2)[N:4]([C:1](=[O:3])[CH3:2])[C@@H:5]([CH3:24])[CH2:6]1, predict the reactants needed to synthesize it. The reactants are: [C:1]([N:4]1[C:13]2[C:8](=[CH:9][C:10]([C:14]3[CH:15]=[CH:16][C:17]([C:20]([OH:22])=O)=[N:18][CH:19]=3)=[CH:11][CH:12]=2)[C@H:7]([NH2:23])[CH2:6][C@@H:5]1[CH3:24])(=[O:3])[CH3:2].[NH:25]1[CH2:30][CH2:29][O:28][CH2:27][CH2:26]1.CN(C(ON1N=NC2C=CC=NC1=2)=[N+](C)C)C.F[P-](F)(F)(F)(F)F.CCN(C(C)C)C(C)C. (2) Given the product [O:1]1[CH2:6][CH2:5][N:4]([CH2:7][C:8]2[N:13]=[C:12]([NH:14][C:32]([C:29]3[N:27]4[N:28]=[C:23]([C:18]5[CH:19]=[CH:20][CH:21]=[CH:22][C:17]=5[C:16]([F:36])([F:15])[F:35])[CH:24]=[CH:25][C:26]4=[N:31][CH:30]=3)=[O:33])[CH:11]=[CH:10][CH:9]=2)[CH2:3][CH2:2]1, predict the reactants needed to synthesize it. The reactants are: [O:1]1[CH2:6][CH2:5][N:4]([CH2:7][C:8]2[N:13]=[C:12]([NH2:14])[CH:11]=[CH:10][CH:9]=2)[CH2:3][CH2:2]1.[F:15][C:16]([F:36])([F:35])[C:17]1[CH:22]=[CH:21][CH:20]=[CH:19][C:18]=1[C:23]1[CH:24]=[CH:25][C:26]2[N:27]([C:29]([C:32](O)=[O:33])=[CH:30][N:31]=2)[N:28]=1.CN(C(ON1N=NC2C=CC=NC1=2)=[N+](C)C)C.F[P-](F)(F)(F)(F)F.CCN(C(C)C)C(C)C. (3) Given the product [Si:23]([O:22][C@@H:13]([C:14]1[CH:15]=[CH:16][C:17](/[C:20](=[N:30]/[OH:31])/[NH2:21])=[CH:18][CH:19]=1)[CH2:12][N:8]1[CH2:9][CH2:10][CH2:11][C@H:6]([C:4]([O:3][CH2:1][CH3:2])=[O:5])[CH2:7]1)([C:26]([CH3:28])([CH3:27])[CH3:29])([CH3:25])[CH3:24], predict the reactants needed to synthesize it. The reactants are: [CH2:1]([O:3][C:4]([C@H:6]1[CH2:11][CH2:10][CH2:9][N:8]([CH2:12][C@@H:13]([O:22][Si:23]([C:26]([CH3:29])([CH3:28])[CH3:27])([CH3:25])[CH3:24])[C:14]2[CH:19]=[CH:18][C:17]([C:20]#[N:21])=[CH:16][CH:15]=2)[CH2:7]1)=[O:5])[CH3:2].[NH2:30][OH:31]. (4) Given the product [CH3:11][O:10][C:9]1[CH:8]=[C:18]([CH2:13][CH2:14][CH3:15])[CH:24]=[CH:23][C:22]=1[CH2:21][OH:20], predict the reactants needed to synthesize it. The reactants are: COCCO[AlH2-]O[CH2:8][CH2:9][O:10][CH3:11].[Na+].[C:13]1(C)[CH:18]=CC=[CH:15][CH:14]=1.[O:20]1[CH2:24][CH2:23][CH2:22][CH2:21]1.O.O.O.O.C(C(C(C([O-])=O)O)O)([O-])=O.[Na+].[K+]. (5) Given the product [CH2:39]([O:38][C:36]([C:35]1[NH:33][CH:34]=[C:9]([C:10]#[N:11])[C:8]=1[C:5]1[CH:4]=[CH:3][C:2]([Br:1])=[CH:7][CH:6]=1)=[O:37])[CH3:40], predict the reactants needed to synthesize it. The reactants are: [Br:1][C:2]1[CH:7]=[CH:6][C:5]([CH:8]=[C:9](S(C2C=CC(C)=CC=2)(=O)=O)[C:10]#[N:11])=[CH:4][CH:3]=1.C1CCN2C(=NCCC2)CC1.[N+:33]([CH2:35][C:36]([O:38][CH2:39][CH3:40])=[O:37])#[C-:34].O.